From a dataset of Clinical trial toxicity outcomes and FDA approval status for drugs. Regression/Classification. Given a drug SMILES string, predict its toxicity properties. Task type varies by dataset: regression for continuous values (e.g., LD50, hERG inhibition percentage) or binary classification for toxic/non-toxic outcomes (e.g., AMES mutagenicity, cardiotoxicity, hepatotoxicity). Dataset: clintox. (1) The compound is C[C@@H](O)[C@H]1C(=O)N2C(C(=O)[O-])=C(S[C@@H]3C[NH2+][C@H](C(=O)N(C)C)C3)[C@H](C)[C@H]12. The result is 0 (passed clinical trial). (2) The compound is CCC1(c2ccccc2)SCC(=O)NC1=O. The result is 0 (passed clinical trial). (3) The compound is CN1C(=O)C(O)N=C(c2ccccc2)c2cc(Cl)ccc21. The result is 0 (passed clinical trial). (4) The drug is CC(C)=CC[NH+]1CC[C@@]2(C)c3cc(O)ccc3C[C@@H]1[C@@H]2C. The result is 0 (passed clinical trial). (5) The compound is O=C([O-])CN(CC[NH+](CC(=O)[O-])CC(=O)[O-])CC[NH+](CC(=O)[O-])CC(=O)[O-]. The result is 0 (passed clinical trial). (6) The molecule is C[NH+](C)[C@@H]1C([O-])=C(C(N)=O)C(=O)[C@@]2(O)C([O-])=C3C(=O)c4c([O-])cccc4[C@@](C)(O)[C@H]3[C@H](O)[C@@H]12. The result is 0 (passed clinical trial). (7) The drug is C[NH2+]CCCC1c2ccccc2C=Cc2ccccc21. The result is 0 (passed clinical trial).